Task: Predict the product of the given reaction.. Dataset: Forward reaction prediction with 1.9M reactions from USPTO patents (1976-2016) Given the reactants [C:1]([CH2:3][C:4]([O:6][CH2:7][CH3:8])=[O:5])#[N:2].C(O)(=O)C.N1[CH2:18][CH2:17][CH2:16][CH2:15]C1, predict the reaction product. The product is: [C:1]([C:3](=[CH:15][CH:16]1[CH2:18][CH2:17]1)[C:4]([O:6][CH2:7][CH3:8])=[O:5])#[N:2].